This data is from Full USPTO retrosynthesis dataset with 1.9M reactions from patents (1976-2016). The task is: Predict the reactants needed to synthesize the given product. Given the product [Cl:1][CH2:2][CH:3]([C:5]1[CH:10]=[CH:9][CH:8]=[CH:7][CH:6]=1)[OH:4], predict the reactants needed to synthesize it. The reactants are: [Cl:1][CH2:2][C:3]([C:5]1[CH:10]=[CH:9][CH:8]=[CH:7][CH:6]=1)=[O:4].[BH4-].[Na+].